Task: Predict the reaction yield, written as a fraction of the theoretical maximum amount of product (1.0 means a 100% yield; for example, 0.34 means a 34% yield).. Dataset: Reaction yield outcomes from USPTO patents with 853,638 reactions The reactants are Cl.[CH3:2][C:3]1[CH:11]=[CH:10][C:6]([C:7]([NH2:9])=[NH:8])=[CH:5][CH:4]=1.C(N(CC)CC)C.[Cl:19][C:20]([SH:23])(Cl)Cl. The catalyst is C(Cl)(Cl)Cl. The product is [C:3]1([CH3:2])[CH:11]=[CH:10][C:6]([C:7]2[N:9]=[C:20]([Cl:19])[S:23][N:8]=2)=[CH:5][CH:4]=1. The yield is 0.440.